Predict the reaction yield, written as a fraction of the theoretical maximum amount of product (1.0 means a 100% yield; for example, 0.34 means a 34% yield). From a dataset of Reaction yield outcomes from USPTO patents with 853,638 reactions. The reactants are [C:1]([CH:5]1[CH2:10][C:9]([CH3:12])([CH3:11])[CH2:8][CH2:7][CH:6]1[O:13]C(C)OCC)([O:3]C)=O.[CH:19]([Mg]Br)=[CH2:20].[CH:23](Br)=[CH2:24].Cl. The catalyst is C1COCC1.C(Cl)Cl.CCOC(C)=O. The product is [OH:13][CH:6]1[CH2:7][CH2:8][C:9]([CH3:11])([CH3:12])[CH2:10][CH:5]1[C:1](=[O:3])[CH2:23][CH2:24][CH:19]=[CH2:20]. The yield is 0.600.